From a dataset of Forward reaction prediction with 1.9M reactions from USPTO patents (1976-2016). Predict the product of the given reaction. (1) Given the reactants C[O:2][C:3](=[O:37])[CH2:4][CH2:5][CH2:6][C:7]1[CH:12]=[CH:11][C:10]([NH:13][C:14]2[C:15]3[C:22]([C:23]4[CH:28]=[CH:27][C:26]([O:29][CH3:30])=[CH:25][CH:24]=4)=[C:21]([C:31]4[CH:36]=[CH:35][CH:34]=[CH:33][CH:32]=4)[O:20][C:16]=3[N:17]=[CH:18][N:19]=2)=[CH:9][CH:8]=1.[OH-].[Na+], predict the reaction product. The product is: [CH3:30][O:29][C:26]1[CH:25]=[CH:24][C:23]([C:22]2[C:15]3[C:14]([NH:13][C:10]4[CH:11]=[CH:12][C:7]([CH2:6][CH2:5][CH2:4][C:3]([OH:37])=[O:2])=[CH:8][CH:9]=4)=[N:19][CH:18]=[N:17][C:16]=3[O:20][C:21]=2[C:31]2[CH:36]=[CH:35][CH:34]=[CH:33][CH:32]=2)=[CH:28][CH:27]=1. (2) Given the reactants [OH:1][C:2]1[C:3]2[N:4]([C:15]([CH3:19])=[C:16]([CH3:18])[N:17]=2)[CH:5]=[C:6]([N:8]2[CH:13]=[CH:12][CH:11]=[CH:10][C:9]2=[O:14])[CH:7]=1.Br[CH:21]1[C:29]2[C:24](=[CH:25][CH:26]=[CH:27][CH:28]=2)[CH2:23][CH2:22]1.C(=O)([O-])[O-].[K+].[K+], predict the reaction product. The product is: [CH:21]1([O:1][C:2]2[C:3]3[N:4]([C:15]([CH3:19])=[C:16]([CH3:18])[N:17]=3)[CH:5]=[C:6]([N:8]3[CH:13]=[CH:12][CH:11]=[CH:10][C:9]3=[O:14])[CH:7]=2)[C:29]2[C:24](=[CH:25][CH:26]=[CH:27][CH:28]=2)[CH2:23][CH2:22]1. (3) Given the reactants [NH2:1][C:2]1[CH:7]=[CH:6][C:5]([CH3:8])=[CH:4][N:3]=1.[CH:9]([O:12][C:13]1[CH:14]=[C:15]2[O:19][CH:18]=[CH:17][C:16]2=[C:20]([C:22](OC)=[O:23])[CH:21]=1)([CH3:11])[CH3:10], predict the reaction product. The product is: [CH:9]([O:12][C:13]1[CH:14]=[C:15]2[O:19][CH:18]=[CH:17][C:16]2=[C:20]([C:22]([NH:1][C:2]2[CH:7]=[CH:6][C:5]([CH3:8])=[CH:4][N:3]=2)=[O:23])[CH:21]=1)([CH3:11])[CH3:10]. (4) Given the reactants [C:1]([O:5][C:6]([N:8]1[CH2:11][CH:10]([C:12]2[CH:13]=[C:14]3[C:20]([C:21]([O:23][CH3:24])=[O:22])=[N:19][NH:18][C:15]3=[N:16][CH:17]=2)[CH2:9]1)=[O:7])([CH3:4])([CH3:3])[CH3:2].[Br:25][C:26]1[CH:27]=[C:28](B(O)O)[CH:29]=[CH:30][CH:31]=1.N1C=CC=CC=1, predict the reaction product. The product is: [Br:25][C:26]1[CH:31]=[C:30]([N:18]2[C:15]3=[N:16][CH:17]=[C:12]([CH:10]4[CH2:9][N:8]([C:6]([O:5][C:1]([CH3:4])([CH3:3])[CH3:2])=[O:7])[CH2:11]4)[CH:13]=[C:14]3[C:20]([C:21]([O:23][CH3:24])=[O:22])=[N:19]2)[CH:29]=[CH:28][CH:27]=1. (5) Given the reactants [CH2:1]([N:3]([CH:27]1[CH2:32][CH2:31][NH:30][CH2:29][CH2:28]1)[C:4]1[C:19]2[CH2:18][CH:17]=[CH:16][CH2:15][CH2:14][C:13]3[CH:20]=[C:21]([CH3:25])[NH:22][C:23](=[O:24])[C:12]=3[CH2:11][NH:10][C:9](=[O:26])[C:8]=2[CH:7]=[CH:6][CH:5]=1)[CH3:2].[BH3-]C#N.[Na+].[CH3:37][C:38]([CH3:40])=O.CC(O)=O, predict the reaction product. The product is: [CH2:1]([N:3]([CH:27]1[CH2:32][CH2:31][N:30]([CH:38]([CH3:40])[CH3:37])[CH2:29][CH2:28]1)[C:4]1[C:19]2[CH2:18][CH:17]=[CH:16][CH2:15][CH2:14][C:13]3[CH:20]=[C:21]([CH3:25])[NH:22][C:23](=[O:24])[C:12]=3[CH2:11][NH:10][C:9](=[O:26])[C:8]=2[CH:7]=[CH:6][CH:5]=1)[CH3:2]. (6) Given the reactants Br[C:2]1[C:3]2[S:24][CH:23]=[C:22]([CH2:25][CH2:26][CH2:27][CH2:28][CH2:29][CH3:30])[C:4]=2[S:5][C:6]=1[C:7]1[S:11][C:10]2[C:12]([CH2:15][CH2:16][CH2:17][CH2:18][CH2:19][CH3:20])=[CH:13][S:14][C:9]=2[C:8]=1Br.[CH2:31]([Li])CCC.Cl[Si:37](Cl)([CH2:46][CH2:47][CH2:48][CH2:49][CH2:50][CH2:51][CH3:52])[CH2:38][CH2:39][CH2:40][CH2:41][CH2:42][CH2:43][CH2:44][CH3:45], predict the reaction product. The product is: [CH2:25]([C:22]1[C:4]2[S:5][C:6]3[C:7]4[S:11][C:10]5[C:12]([CH2:15][CH2:16][CH2:17][CH2:18][CH2:19][CH3:20])=[CH:13][S:14][C:9]=5[C:8]=4[Si:37]([CH2:46][CH2:47][CH2:48][CH2:49][CH2:50][CH2:51][CH2:52][CH3:31])([CH2:38][CH2:39][CH2:40][CH2:41][CH2:42][CH2:43][CH2:44][CH3:45])[C:2]=3[C:3]=2[S:24][CH:23]=1)[CH2:26][CH2:27][CH2:28][CH2:29][CH3:30]. (7) Given the reactants Br[C:2]1[CH:3]=[C:4]2[C:9](=[CH:10][CH:11]=1)[CH:8]([CH:12]1[CH2:17][CH2:16][CH2:15][CH2:14][CH2:13]1)[N:7]([C:18]([O:20][C:21]([CH3:24])([CH3:23])[CH3:22])=[O:19])[CH2:6][CH2:5]2.[CH3:25][N:26](C=O)C, predict the reaction product. The product is: [C:25]([C:2]1[CH:3]=[C:4]2[C:9](=[CH:10][CH:11]=1)[CH:8]([CH:12]1[CH2:13][CH2:14][CH2:15][CH2:16][CH2:17]1)[N:7]([C:18]([O:20][C:21]([CH3:24])([CH3:22])[CH3:23])=[O:19])[CH2:6][CH2:5]2)#[N:26]. (8) Given the reactants [CH3:1][NH:2][C:3]1[N:8]=[C:7]([C:9]2[CH:14]=[CH:13]C=C[N:10]=2)[CH:6]=[C:5]([C:15]2[CH:16]=[N:17][CH:18]=[C:19]([C:21]3[CH:22]=[N:23][N:24]([CH:26]4[CH2:31][CH2:30][NH:29][CH2:28][CH2:27]4)[CH:25]=3)[CH:20]=2)[CH:4]=1.BrC1C=C(C2C=C(C3C=CN(C)N=3)N=C(NC)C=2)[CH:36]=[N:37]C=1, predict the reaction product. The product is: [CH3:1][NH:2][C:3]1[CH:4]=[C:5]([C:15]2[CH:16]=[N:17][CH:18]=[C:19]([C:21]3[CH:22]=[N:23][N:24]([CH:26]4[CH2:31][CH2:30][NH:29][CH2:28][CH2:27]4)[CH:25]=3)[CH:20]=2)[CH:6]=[C:7]([C:9]2[CH:14]=[CH:13][N:37]([CH3:36])[N:10]=2)[N:8]=1. (9) Given the reactants [C:1]([O:5][C:6]([N:8]1[CH2:14][CH2:13][C:12]2[CH:15]=[C:16]([NH:19][S:20]([C:23]3[S:24][C:25](Br)=[CH:26][CH:27]=3)(=[O:22])=[O:21])[CH:17]=[CH:18][C:11]=2[CH2:10][CH2:9]1)=[O:7])([CH3:4])([CH3:3])[CH3:2].[Cl:29][C:30]1[CH:35]=[CH:34][C:33](B(O)O)=[CH:32][CH:31]=1.[C:39]([O-])([O-])=[O:40].[K+].[K+].C(O)C, predict the reaction product. The product is: [C:1]([O:5][C:6]([N:8]1[CH2:14][CH2:13][C:12]2[CH:15]=[C:16]([NH:19][S:20]([C:23]3[S:24][C:25]([C:33]4[CH:34]=[CH:35][C:30]([Cl:29])=[CH:31][CH:32]=4)=[CH:26][CH:27]=3)(=[O:22])=[O:21])[C:17]([O:40][CH3:39])=[CH:18][C:11]=2[CH2:10][CH2:9]1)=[O:7])([CH3:4])([CH3:3])[CH3:2]. (10) Given the reactants [C:1]([C:5]1[CH:12]=[CH:11][C:8]([CH2:9][NH2:10])=[CH:7][CH:6]=1)([CH3:4])([CH3:3])[CH3:2].[S:13]1[CH2:18][CH2:17][CH:16]([CH2:19][CH:20]=O)[CH2:15][CH2:14]1.[BH4-].[Na+], predict the reaction product. The product is: [C:1]([C:5]1[CH:6]=[CH:7][C:8]([CH2:9][NH:10][CH2:20][CH2:19][CH:16]2[CH2:17][CH2:18][S:13][CH2:14][CH2:15]2)=[CH:11][CH:12]=1)([CH3:4])([CH3:2])[CH3:3].